From a dataset of Reaction yield outcomes from USPTO patents with 853,638 reactions. Predict the reaction yield, written as a fraction of the theoretical maximum amount of product (1.0 means a 100% yield; for example, 0.34 means a 34% yield). (1) The product is [CH2:18]([O:25][C:26](=[O:40])[C@@H:27]([NH:28][C:2]([O:4][CH2:5][Cl:6])=[O:3])[CH2:29][C:30]([O:32][CH2:33][C:34]1[CH:39]=[CH:38][CH:37]=[CH:36][CH:35]=1)=[O:31])[C:19]1[CH:20]=[CH:21][CH:22]=[CH:23][CH:24]=1. The catalyst is C(Cl)Cl. The reactants are Cl[C:2]([O:4][CH2:5][Cl:6])=[O:3].S(C1C=CC(C)=CC=1)(O)(=O)=O.[CH2:18]([O:25][C:26](=[O:40])[C@H:27]([CH2:29][C:30]([O:32][CH2:33][C:34]1[CH:39]=[CH:38][CH:37]=[CH:36][CH:35]=1)=[O:31])[NH2:28])[C:19]1[CH:24]=[CH:23][CH:22]=[CH:21][CH:20]=1.CCN(CC)CC. The yield is 0.940. (2) The reactants are [CH3:1][O:2][C:3]([C:5]1[CH:6]=[CH:7][C:8]([C:11]([OH:13])=O)=[N:9][CH:10]=1)=[O:4].[NH:14]1[CH2:19][CH2:18][O:17][CH2:16][CH2:15]1.CCN(CC)CC.CN(C(ON1N=NC2C=CC=CC1=2)=[N+](C)C)C.F[P-](F)(F)(F)(F)F. The catalyst is CN(C=O)C. The product is [N:14]1([C:11]([C:8]2[N:9]=[CH:10][C:5]([C:3]([O:2][CH3:1])=[O:4])=[CH:6][CH:7]=2)=[O:13])[CH2:19][CH2:18][O:17][CH2:16][CH2:15]1. The yield is 0.873.